Dataset: Reaction yield outcomes from USPTO patents with 853,638 reactions. Task: Predict the reaction yield, written as a fraction of the theoretical maximum amount of product (1.0 means a 100% yield; for example, 0.34 means a 34% yield). (1) The reactants are [NH2:1][C:2]1[S:6][N:5]=[C:4]([CH3:7])[C:3]=1[C:8]([NH:10][C:11]1[CH:12]=[N:13][C:14]([O:17][CH3:18])=[CH:15][CH:16]=1)=[O:9].Cl[C:20]1[CH:29]=[CH:28][C:23]([C:24]([O:26][CH3:27])=[O:25])=[CH:22][N:21]=1.C(=O)([O-])[O-].[Cs+].[Cs+].CC1(C)C2C(=C(P(C3C=CC=CC=3)C3C=CC=CC=3)C=CC=2)OC2C(P(C3C=CC=CC=3)C3C=CC=CC=3)=CC=CC1=2. The catalyst is O1CCOCC1.CN(C=O)C.C([O-])(=O)C.[Pd+2].C([O-])(=O)C. The product is [CH3:18][O:17][C:14]1[N:13]=[CH:12][C:11]([NH:10][C:8]([C:3]2[C:4]([CH3:7])=[N:5][S:6][C:2]=2[NH:1][C:20]2[CH:29]=[CH:28][C:23]([C:24]([O:26][CH3:27])=[O:25])=[CH:22][N:21]=2)=[O:9])=[CH:16][CH:15]=1. The yield is 0.0700. (2) The reactants are [Br:1][C:2]1[C:14](=[O:15])[NH:13][C:5]2[N:6]=[C:7]([S:11][CH3:12])[N:8]=[C:9]([CH3:10])[C:4]=2[CH:3]=1.Br[CH2:17][CH:18]1[CH2:22][CH2:21][O:20][CH2:19]1. The catalyst is CN(C=O)C. The product is [Br:1][C:2]1[C:14](=[O:15])[N:13]([CH2:17][CH:18]2[CH2:22][CH2:21][O:20][CH2:19]2)[C:5]2[N:6]=[C:7]([S:11][CH3:12])[N:8]=[C:9]([CH3:10])[C:4]=2[CH:3]=1. The yield is 0.610. (3) The reactants are [Si]([O:8][C@@H:9]1[CH2:14][CH2:13][C@H:12]([O:15][C:16]2[C:21]([Cl:22])=[CH:20][C:19]([S:23]([N:26]([CH2:33][C:34]3[CH:39]=[CH:38][C:37]([O:40][CH3:41])=[CH:36][C:35]=3[O:42][CH3:43])[C:27]3[CH:32]=[CH:31][N:30]=[CH:29][N:28]=3)(=[O:25])=[O:24])=[C:18]([F:44])[CH:17]=2)[C@@H:11]([C:45]2[N:49]([CH3:50])[N:48]=[CH:47][CH:46]=2)[CH2:10]1)(C(C)(C)C)(C)C.[F-].C([N+](CCCC)(CCCC)CCCC)CCC. The catalyst is C1COCC1. The product is [Cl:22][C:21]1[C:16]([O:15][C@H:12]2[CH2:13][CH2:14][C@@H:9]([OH:8])[CH2:10][C@@H:11]2[C:45]2[N:49]([CH3:50])[N:48]=[CH:47][CH:46]=2)=[CH:17][C:18]([F:44])=[C:19]([S:23]([N:26]([CH2:33][C:34]2[CH:39]=[CH:38][C:37]([O:40][CH3:41])=[CH:36][C:35]=2[O:42][CH3:43])[C:27]2[CH:32]=[CH:31][N:30]=[CH:29][N:28]=2)(=[O:25])=[O:24])[CH:20]=1. The yield is 0.860. (4) The reactants are [O:1]1[CH2:5][C@@H:4]([OH:6])[C@H:3]2[O:7][CH2:8][C@@H:9]([OH:10])[C@@H:2]12.[C:11]1([CH3:21])[CH:16]=[CH:15][C:14]([S:17](Cl)(=[O:19])=[O:18])=[CH:13][CH:12]=1.O.[OH-].[K+]. The catalyst is COC(C)(C)C. The product is [OH:6][C@H:4]1[C@H:3]2[O:7][CH2:8][C@@H:9]([O:10][S:17]([C:14]3[CH:15]=[CH:16][C:11]([CH3:21])=[CH:12][CH:13]=3)(=[O:19])=[O:18])[C@H:2]2[O:1][CH2:5]1. The yield is 0.610. (5) The reactants are Cl.[NH2:2][C@H:3]1[C@H:8]2[CH2:9][C@H:5]([CH2:6][CH2:7]2)[C@H:4]1[C:10]([O:12][CH3:13])=[O:11].C([O-])(=O)C.[Na+].[F:19][C:20]1[CH:27]=[CH:26][C:23]([CH:24]=O)=[CH:22][CH:21]=1.C([BH3-])#N.[Na+].C(=O)(O)[O-].[Na+]. The catalyst is CO.C(OCC)(=O)C. The product is [F:19][C:20]1[CH:27]=[CH:26][C:23]([CH2:24][NH:2][C@H:3]2[C@H:8]3[CH2:9][C@H:5]([CH2:6][CH2:7]3)[C@H:4]2[C:10]([O:12][CH3:13])=[O:11])=[CH:22][CH:21]=1. The yield is 0.980. (6) The reactants are C(Cl)(=O)C(Cl)=O.[Cl:7][C:8]1[CH:9]=[C:10]([CH:14]=[C:15]([Cl:17])[CH:16]=1)[C:11]([OH:13])=O.[C:18]([O:22][C:23]([N:25]1[CH2:35][CH2:34][C:28]2[N:29]=[C:30]([NH2:33])[N:31]=[CH:32][C:27]=2[CH2:26]1)=[O:24])([CH3:21])([CH3:20])[CH3:19].[OH-].[Na+]. The catalyst is CN(C=O)C.C(Cl)Cl. The product is [C:18]([O:22][C:23]([N:25]1[CH2:35][CH2:34][C:28]2[N:29]=[C:30]([NH:33][C:11](=[O:13])[C:10]3[CH:14]=[C:15]([Cl:17])[CH:16]=[C:8]([Cl:7])[CH:9]=3)[N:31]=[CH:32][C:27]=2[CH2:26]1)=[O:24])([CH3:21])([CH3:19])[CH3:20]. The yield is 0.570. (7) The reactants are [C:1]([C:3]1[C:8](=[O:9])[N:7]([CH2:10][C:11]2[CH:16]=[CH:15][C:14]([CH3:17])=[CH:13][C:12]=2[CH3:18])[C:6]([C:19]2[CH:24]=[CH:23][C:22]([O:25][C:26]3[CH:27]=[C:28]4[C:32](=[CH:33][CH:34]=3)[NH:31][C:30]([C:35]([O:37]CC)=[O:36])=[CH:29]4)=[CH:21][CH:20]=2)=[CH:5][C:4]=1[C:40]([F:43])([F:42])[F:41])#[N:2].[Li+].[OH-]. The catalyst is C1COCC1.C(O)C. The product is [C:1]([C:3]1[C:8](=[O:9])[N:7]([CH2:10][C:11]2[CH:16]=[CH:15][C:14]([CH3:17])=[CH:13][C:12]=2[CH3:18])[C:6]([C:19]2[CH:20]=[CH:21][C:22]([O:25][C:26]3[CH:27]=[C:28]4[C:32](=[CH:33][CH:34]=3)[NH:31][C:30]([C:35]([OH:37])=[O:36])=[CH:29]4)=[CH:23][CH:24]=2)=[CH:5][C:4]=1[C:40]([F:41])([F:42])[F:43])#[N:2]. The yield is 0.920. (8) The reactants are [F:1][C:2]([F:13])([F:12])[C:3]1[CH:8]=[CH:7][C:6](B(O)O)=[CH:5][CH:4]=1.[CH:14]1([S:19][C:20]2[CH:25]=[CH:24][CH:23]=[C:22](Br)[CH:21]=2)[CH2:18][CH2:17][CH2:16][CH2:15]1.C(=O)([O-])[O-].[Na+].[Na+].C1(C)C=CC=CC=1. The catalyst is [Pd].C1(P(C2C=CC=CC=2)C2C=CC=CC=2)C=CC=CC=1.C1(P(C2C=CC=CC=2)C2C=CC=CC=2)C=CC=CC=1.C1(P(C2C=CC=CC=2)C2C=CC=CC=2)C=CC=CC=1.C1(P(C2C=CC=CC=2)C2C=CC=CC=2)C=CC=CC=1.O.C(O)C. The product is [CH:14]1([S:19][C:20]2[CH:25]=[CH:24][CH:23]=[C:22]([C:6]3[CH:7]=[CH:8][C:3]([C:2]([F:13])([F:12])[F:1])=[CH:4][CH:5]=3)[CH:21]=2)[CH2:15][CH2:16][CH2:17][CH2:18]1. The yield is 0.780.